This data is from Reaction yield outcomes from USPTO patents with 853,638 reactions. The task is: Predict the reaction yield, written as a fraction of the theoretical maximum amount of product (1.0 means a 100% yield; for example, 0.34 means a 34% yield). (1) The reactants are Cl.[CH3:2][NH:3][CH:4]1[CH2:9][CH2:8][N:7]([C:10]2[N:15]=[N:14][C:13]([C:16]#[N:17])=[CH:12][CH:11]=2)[CH2:6][CH2:5]1.[Cl:18][C:19]1[N:24]=[C:23](Cl)[C:22]([Cl:26])=[CH:21][N:20]=1.CCN(CC)CC. The catalyst is CCO. The product is [Cl:18][C:19]1[N:24]=[C:23]([N:3]([CH3:2])[CH:4]2[CH2:9][CH2:8][N:7]([C:10]3[N:15]=[N:14][C:13]([C:16]#[N:17])=[CH:12][CH:11]=3)[CH2:6][CH2:5]2)[C:22]([Cl:26])=[CH:21][N:20]=1. The yield is 0.316. (2) The reactants are [C:1]([O:5][CH2:6][CH2:7][C:8]1[CH:13]=[CH:12][C:11]([N:14]2[C:18]3[CH:19]=[CH:20][C:21]([N+:23]([O-])=O)=[CH:22][C:17]=3[N:16]=[C:15]2[CH2:26][CH3:27])=[CH:10][CH:9]=1)(=[O:4])[CH2:2][CH3:3].[Cl-].[NH4+]. The catalyst is C(O)C.O.[Fe]. The product is [C:1]([O:5][CH2:6][CH2:7][C:8]1[CH:9]=[CH:10][C:11]([N:14]2[C:18]3[CH:19]=[CH:20][C:21]([NH2:23])=[CH:22][C:17]=3[N:16]=[C:15]2[CH2:26][CH3:27])=[CH:12][CH:13]=1)(=[O:4])[CH2:2][CH3:3]. The yield is 0.830.